This data is from Full USPTO retrosynthesis dataset with 1.9M reactions from patents (1976-2016). The task is: Predict the reactants needed to synthesize the given product. The reactants are: Br[CH2:2][CH2:3][CH2:4][CH2:5][O:6][C:7]1[C:16]2[C:11](=[CH:12][CH:13]=[CH:14][CH:15]=2)[CH:10]=[CH:9][CH:8]=1.[O:17]1[CH2:21][C:20](=[O:22])[NH:19][C:18]1=[O:23].CN(C)C(N(C)C)=N.Cl. Given the product [C:7]1([O:6][CH2:5][CH2:4][CH2:3][CH2:2][N:19]2[C:20](=[O:22])[CH2:21][O:17][C:18]2=[O:23])[C:16]2[C:11](=[CH:12][CH:13]=[CH:14][CH:15]=2)[CH:10]=[CH:9][CH:8]=1, predict the reactants needed to synthesize it.